From a dataset of Catalyst prediction with 721,799 reactions and 888 catalyst types from USPTO. Predict which catalyst facilitates the given reaction. (1) Reactant: CI.[Br:3][C:4]1[CH:5]=[C:6]([CH:9]=[CH:10][C:11]=1[CH:12]1[C:21]2[C:20](=[O:22])[CH2:19][CH2:18][CH2:17][C:16]=2[N:15]([C:23]2[CH:28]=[CH:27][CH:26]=[C:25]([C:29]([F:32])([F:31])[F:30])[CH:24]=2)[C:14](=[O:33])[NH:13]1)[C:7]#[N:8].[C:34](=O)([O-])[O-].[Cs+].[Cs+].C(OCC)(=O)C. Product: [Br:3][C:4]1[CH:5]=[C:6]([CH:9]=[CH:10][C:11]=1[CH:12]1[C:21]2[C:20](=[O:22])[CH2:19][CH2:18][CH2:17][C:16]=2[N:15]([C:23]2[CH:28]=[CH:27][CH:26]=[C:25]([C:29]([F:31])([F:32])[F:30])[CH:24]=2)[C:14](=[O:33])[N:13]1[CH3:34])[C:7]#[N:8]. The catalyst class is: 3. (2) Reactant: C([N:8]1[CH2:13][CH2:12][C:11]2([C:17]3[CH:18]=[CH:19][CH:20]=[CH:21][C:16]=3[CH2:15][O:14]2)[CH2:10][CH2:9]1)C1C=CC=CC=1. Product: [NH:8]1[CH2:13][CH2:12][C:11]2([C:17]3[CH:18]=[CH:19][CH:20]=[CH:21][C:16]=3[CH2:15][O:14]2)[CH2:10][CH2:9]1. The catalyst class is: 319.